This data is from Reaction yield outcomes from USPTO patents with 853,638 reactions. The task is: Predict the reaction yield, written as a fraction of the theoretical maximum amount of product (1.0 means a 100% yield; for example, 0.34 means a 34% yield). (1) The reactants are [Br:1][C:2]1[CH:3]=[C:4]([NH:13][C:14](=O)[CH2:15][C:16]([CH3:19])([CH3:18])[CH3:17])[C:5]([NH:8][CH2:9][CH:10]2[CH2:12][CH2:11]2)=[N:6][CH:7]=1.[OH-].[Na+]. The catalyst is C(O)C. The product is [Br:1][C:2]1[CH:3]=[C:4]2[N:13]=[C:14]([CH2:15][C:16]([CH3:19])([CH3:18])[CH3:17])[N:8]([CH2:9][CH:10]3[CH2:12][CH2:11]3)[C:5]2=[N:6][CH:7]=1. The yield is 0.820. (2) The reactants are [CH3:1][O:2][C:3]1[CH:4]=[C:5]([CH:21]=[CH:22][C:23]=1[O:24][CH3:25])[C:6](O[C:6](=O)[C:5]1[CH:21]=[CH:22][C:23]([O:24][CH3:25])=[C:3]([O:2][CH3:1])[CH:4]=1)=O.[OH:26][C:27]1[CH:32]=[C:31]([OH:33])[CH:30]=[C:29]([OH:34])[C:28]=1[C:35](=[O:39])[CH2:36][O:37][CH3:38].[OH-].[K+].Cl. The catalyst is O.CO.COCCOC.CCN(CC)CC. The product is [OH:26][C:27]1[CH:32]=[C:31]([OH:33])[CH:30]=[C:29]2[C:28]=1[C:35](=[O:39])[C:36]([O:37][CH3:38])=[C:6]([C:5]1[CH:21]=[CH:22][C:23]([O:24][CH3:25])=[C:3]([O:2][CH3:1])[CH:4]=1)[O:34]2. The yield is 0.740.